Dataset: Retrosynthesis with 50K atom-mapped reactions and 10 reaction types from USPTO. Task: Predict the reactants needed to synthesize the given product. (1) The reactants are: COc1ccc(CC2SC(=O)NC2=O)c2c1N(Cc1ccc(N)cc1)C(=O)CC2.CS(=O)(=O)Cl. Given the product COc1ccc(CC2SC(=O)NC2=O)c2c1N(Cc1ccc(NS(C)(=O)=O)cc1)C(=O)CC2, predict the reactants needed to synthesize it. (2) The reactants are: CC(C(=O)O)c1ccccc1.Cc1noc(C)c1Cn1cc(N)cn1. Given the product Cc1noc(C)c1Cn1cc(NC(=O)C(C)c2ccccc2)cn1, predict the reactants needed to synthesize it. (3) The reactants are: CCn1cc(B2OC(C)(C)C(C)(C)O2)cn1.Cc1noc(C)c1-c1cnc2c(I)c[nH]c2c1. Given the product CCn1cc(-c2c[nH]c3cc(-c4c(C)noc4C)cnc23)cn1, predict the reactants needed to synthesize it.